From a dataset of Forward reaction prediction with 1.9M reactions from USPTO patents (1976-2016). Predict the product of the given reaction. (1) Given the reactants Cl[C:2]1[C:3]2[CH:10]=[CH:9][N:8]([C@@H:11]3[O:26][C@H:25]([CH2:27][O:28][CH2:29][C:30]4[CH:35]=[CH:34][C:33]([Cl:36])=[CH:32][C:31]=4[Cl:37])[C@@H:14]([O:15][CH2:16][C:17]4[CH:22]=[CH:21][C:20]([Cl:23])=[CH:19][C:18]=4[Cl:24])[C@@:12]3([CH2:38][F:39])[OH:13])[C:4]=2[N:5]=[CH:6][N:7]=1.[NH3:40], predict the reaction product. The product is: [NH2:40][C:2]1[C:3]2[CH:10]=[CH:9][N:8]([C@@H:11]3[O:26][C@H:25]([CH2:27][O:28][CH2:29][C:30]4[CH:35]=[CH:34][C:33]([Cl:36])=[CH:32][C:31]=4[Cl:37])[C@@H:14]([O:15][CH2:16][C:17]4[CH:22]=[CH:21][C:20]([Cl:23])=[CH:19][C:18]=4[Cl:24])[C@@:12]3([CH2:38][F:39])[OH:13])[C:4]=2[N:5]=[CH:6][N:7]=1. (2) Given the reactants [CH3:1][S:2]([NH:5][C@@H:6]([C:10]([CH3:13])([CH3:12])[CH3:11])[C:7](O)=[O:8])(=[O:4])=[O:3].CCN=C=NCCCN(C)C.C1C=CC2N(O)N=NC=2C=1.CN1CCOCC1.[CH2:42]([NH:49][NH2:50])[C:43]1[CH:48]=[CH:47][CH:46]=[CH:45][CH:44]=1.CCN(CC)CC, predict the reaction product. The product is: [CH2:42]([NH:49][NH:50][C:7]([C@@H:6]([NH:5][S:2]([CH3:1])(=[O:4])=[O:3])[C:10]([CH3:13])([CH3:12])[CH3:11])=[O:8])[C:43]1[CH:48]=[CH:47][CH:46]=[CH:45][CH:44]=1.